From a dataset of Forward reaction prediction with 1.9M reactions from USPTO patents (1976-2016). Predict the product of the given reaction. (1) Given the reactants [Br:1][C:2]1[CH:3]=[N:4][C:5]2[N:6]([N:8]=[C:9]([C:11]([OH:13])=O)[CH:10]=2)[CH:7]=1.[N:14]1([C:20]2[CH:29]=[C:28]3[C:23]([CH2:24][CH2:25][NH:26][CH2:27]3)=[CH:22][CH:21]=2)[CH2:19][CH2:18][O:17][CH2:16][CH2:15]1, predict the reaction product. The product is: [Br:1][C:2]1[CH:3]=[N:4][C:5]2[N:6]([N:8]=[C:9]([C:11]([N:26]3[CH2:25][CH2:24][C:23]4[C:28](=[CH:29][C:20]([N:14]5[CH2:19][CH2:18][O:17][CH2:16][CH2:15]5)=[CH:21][CH:22]=4)[CH2:27]3)=[O:13])[CH:10]=2)[CH:7]=1. (2) Given the reactants C(O[C:6]([N:8]1[CH2:13][CH2:12][CH:11]([N:14]2[CH:18]=[C:17]([C:19]3[CH:20]=[N:21][CH:22]=[C:23]([C:25]4[C:34]5[C:29](=[N:30][CH:31]=[CH:32][CH:33]=5)[N:28]=[C:27]([C:35]5[CH:40]=[CH:39][CH:38]=[CH:37][C:36]=5[F:41])[CH:26]=4)[CH:24]=3)[CH:16]=[N:15]2)[CH2:10][CH2:9]1)=O)(C)(C)C.C=O, predict the reaction product. The product is: [F:41][C:36]1[CH:37]=[CH:38][CH:39]=[CH:40][C:35]=1[C:27]1[CH:26]=[C:25]([C:23]2[CH:22]=[N:21][CH:20]=[C:19]([C:17]3[CH:16]=[N:15][N:14]([CH:11]4[CH2:12][CH2:13][N:8]([CH3:6])[CH2:9][CH2:10]4)[CH:18]=3)[CH:24]=2)[C:34]2[C:29](=[N:30][CH:31]=[CH:32][CH:33]=2)[N:28]=1. (3) Given the reactants Br[C:2]1[CH:20]=[CH:19][C:5]([CH2:6][N:7]2[CH:11]=[C:10]([C:12]3[C:13]([NH2:18])=[N:14][CH:15]=[CH:16][CH:17]=3)[CH:9]=[N:8]2)=[CH:4][CH:3]=1.O1[CH2:26][CH2:25][O:24][CH2:23]C1.C(=O)([O-])[O-].[Cs+].[Cs+].[C:33]1(P(C2C=CC=CC=2)C2C=CC3C(=CC=CC=3)C=2C2C3C(=CC=CC=3)C=CC=2P(C2C=CC=CC=2)C2C=CC=CC=2)C=CC=C[CH:34]=1, predict the reaction product. The product is: [CH:26]1([CH2:25][O:24][CH2:23][C:2]2[CH:20]=[CH:19][C:5]([CH2:6][N:7]3[CH:11]=[C:10]([C:12]4[C:13]([NH2:18])=[N:14][CH:15]=[CH:16][CH:17]=4)[CH:9]=[N:8]3)=[CH:4][CH:3]=2)[CH2:34][CH2:33]1. (4) Given the reactants [CH2:1]([O:3][C:4](=[O:30])[C:5]([CH2:27][CH:28]=C)([NH:19][C:20]([O:22][C:23]([CH3:26])([CH3:25])[CH3:24])=[O:21])[CH2:6][CH2:7][CH2:8][CH2:9][B:10]1[O:14][C:13]([CH3:16])([CH3:15])[C:12]([CH3:18])([CH3:17])[O:11]1)[CH3:2].[O:31]=[O+][O-].C1(P(C2C=CC=CC=2)C2C=CC=CC=2)C=CC=CC=1, predict the reaction product. The product is: [CH2:1]([O:3][C:4](=[O:30])[C:5]([NH:19][C:20]([O:22][C:23]([CH3:25])([CH3:26])[CH3:24])=[O:21])([CH2:27][CH:28]=[O:31])[CH2:6][CH2:7][CH2:8][CH2:9][B:10]1[O:11][C:12]([CH3:17])([CH3:18])[C:13]([CH3:15])([CH3:16])[O:14]1)[CH3:2]. (5) Given the reactants [NH2:1][CH:2]1[CH2:6][CH2:5][NH:4][C:3]1=[O:7].C(N(CC)CC)C.[CH2:15]([O:22][C:23](ON1C(=O)CCC1=O)=[O:24])[C:16]1[CH:21]=[CH:20][CH:19]=[CH:18][CH:17]=1, predict the reaction product. The product is: [O:7]=[C:3]1[CH:2]([NH:1][C:23](=[O:24])[O:22][CH2:15][C:16]2[CH:21]=[CH:20][CH:19]=[CH:18][CH:17]=2)[CH2:6][CH2:5][NH:4]1. (6) Given the reactants [CH3:1][C:2]1[CH:7]=[C:6]([CH3:8])[N:5]=[C:4]([N:9]2[C@@H:16]3[C@@H:11]([CH2:12][CH2:13][N:14]([C:17]([C:19]4[CH:24]=[C:23]([F:25])[CH:22]=[CH:21][C:20]=4[C:26]4[N:30](C5CCCCO5)[N:29]=[CH:28][CH:27]=4)=[O:18])[CH2:15]3)[CH2:10]2)[N:3]=1.Cl.C(O)=O, predict the reaction product. The product is: [CH3:1][C:2]1[CH:7]=[C:6]([CH3:8])[N:5]=[C:4]([N:9]2[C@@H:16]3[C@@H:11]([CH2:12][CH2:13][N:14]([C:17]([C:19]4[CH:24]=[C:23]([F:25])[CH:22]=[CH:21][C:20]=4[C:26]4[NH:30][N:29]=[CH:28][CH:27]=4)=[O:18])[CH2:15]3)[CH2:10]2)[N:3]=1.